From a dataset of Full USPTO retrosynthesis dataset with 1.9M reactions from patents (1976-2016). Predict the reactants needed to synthesize the given product. Given the product [Cl:1][C:2]1[CH:10]=[C:6]([CH2:7][OH:8])[C:5]([O:11][CH3:12])=[CH:4][C:3]=1[C:13]#[N:14], predict the reactants needed to synthesize it. The reactants are: [Cl:1][C:2]1[C:3]([C:13]#[N:14])=[CH:4][C:5]([O:11][CH3:12])=[C:6]([CH:10]=1)[C:7](O)=[O:8].C1COCC1.B.CSC.